Dataset: Forward reaction prediction with 1.9M reactions from USPTO patents (1976-2016). Task: Predict the product of the given reaction. (1) Given the reactants [CH:1]1([C:4]2[N:5]=[C:6]3[CH:11]=[N:10][CH:9]=[CH:8][N:7]3[C:12]=2[NH:13]C(C(C)C)CC(C)(C)C)[CH2:3][CH2:2]1.FC(F)(F)C(O)=O, predict the reaction product. The product is: [CH:1]1([C:4]2[N:5]=[C:6]3[CH:11]=[N:10][CH:9]=[CH:8][N:7]3[C:12]=2[NH2:13])[CH2:3][CH2:2]1. (2) Given the reactants [Cl:1][C:2]1[NH:3][CH:4]=[C:5]([N+:7]([O-:9])=[O:8])[N:6]=1.[CH3:10][C:11]1([CH2:14][N:15]2[CH2:21][CH2:20][CH2:19][N:18]([C:22]([O:24][C:25]([CH3:28])([CH3:27])[CH3:26])=[O:23])[CH2:17][CH2:16]2)[CH2:13][O:12]1.C([O-])(=O)C.[Na+], predict the reaction product. The product is: [Cl:1][C:2]1[N:3]([CH2:13][C:11]([OH:12])([CH3:10])[CH2:14][N:15]2[CH2:21][CH2:20][CH2:19][N:18]([C:22]([O:24][C:25]([CH3:28])([CH3:27])[CH3:26])=[O:23])[CH2:17][CH2:16]2)[CH:4]=[C:5]([N+:7]([O-:9])=[O:8])[N:6]=1. (3) Given the reactants [F:1][C:2]([F:24])([F:23])[C:3]1[CH:4]=[C:5]([C:13]2[N:17]=[CH:16][N:15](/[CH:18]=[CH:19]\[C:20]([OH:22])=O)[N:14]=2)[CH:6]=[C:7]([C:9]([F:12])([F:11])[F:10])[CH:8]=1.[C:25]([NH:31][NH2:32])(=[O:30])[C:26]([CH3:29])([CH3:28])[CH3:27].C(P1(=O)OP(CCC)(=O)OP(CCC)(=O)O1)CC.CCN(C(C)C)C(C)C, predict the reaction product. The product is: [F:12][C:9]([F:10])([F:11])[C:7]1[CH:6]=[C:5]([C:13]2[N:17]=[CH:16][N:15](/[CH:18]=[CH:19]\[C:20]([NH:32][NH:31][C:25](=[O:30])[C:26]([CH3:29])([CH3:28])[CH3:27])=[O:22])[N:14]=2)[CH:4]=[C:3]([C:2]([F:1])([F:23])[F:24])[CH:8]=1. (4) Given the reactants [CH2:1]([O:3][C:4]([C:6]1[N:7]([CH3:16])[N:8]=[C:9]([C:12]([CH3:15])([CH3:14])[CH3:13])[C:10]=1Br)=[O:5])[CH3:2].[C:17](C(O[Na])=O)([F:20])([F:19])[F:18].CN(C=O)C.C1(C)C=CC=CC=1, predict the reaction product. The product is: [CH2:1]([O:3][C:4]([C:6]1[N:7]([CH3:16])[N:8]=[C:9]([C:12]([CH3:15])([CH3:14])[CH3:13])[C:10]=1[C:17]([F:20])([F:19])[F:18])=[O:5])[CH3:2]. (5) Given the reactants [Sn](Cl)Cl.Cl.[Cl:5][C:6]1[C:14]2[C:9](=[CH:10][CH:11]=[C:12]([N+:15]([O-])=O)[CH:13]=2)[NH:8][N:7]=1, predict the reaction product. The product is: [Cl:5][C:6]1[C:14]2[C:9](=[CH:10][CH:11]=[C:12]([NH2:15])[CH:13]=2)[NH:8][N:7]=1. (6) The product is: [CH2:1]([N:8]1[C:16]2[C:11](=[CH:12][C:13]([C:17]3[CH:18]=[CH:19][CH:20]=[CH:21][CH:22]=3)=[CH:14][CH:15]=2)[C:10]([C:23](=[O:29])[C:24]([OH:26])=[O:25])=[CH:9]1)[C:2]1[CH:3]=[CH:4][CH:5]=[CH:6][CH:7]=1. Given the reactants [CH2:1]([N:8]1[C:16]2[C:11](=[CH:12][C:13]([C:17]3[CH:22]=[CH:21][CH:20]=[CH:19][CH:18]=3)=[CH:14][CH:15]=2)[C:10]([C:23](=[O:29])[C:24]([O:26]CC)=[O:25])=[CH:9]1)[C:2]1[CH:7]=[CH:6][CH:5]=[CH:4][CH:3]=1.[OH-].[K+], predict the reaction product. (7) Given the reactants CC1(C)CCCC(C)(C)N1.[Li]CCCC.[F:16][C:17]1[CH:25]=[CH:24][C:23]([O:26][CH3:27])=[CH:22][C:18]=1[C:19]([OH:21])=[O:20].[I:28]I.Cl, predict the reaction product. The product is: [F:16][C:17]1[C:25]([I:28])=[CH:24][C:23]([O:26][CH3:27])=[CH:22][C:18]=1[C:19]([OH:21])=[O:20].